From a dataset of Full USPTO retrosynthesis dataset with 1.9M reactions from patents (1976-2016). Predict the reactants needed to synthesize the given product. (1) Given the product [C:1](=[O:13])([S:11][CH3:12])[O:2][CH2:3][O:5][C:6](=[O:10])[C:7]1[CH:9]=[CH:22][CH:21]=[CH:20][CH:8]=1, predict the reactants needed to synthesize it. The reactants are: [C:1](=[O:13])([S:11][CH3:12])[O:2][CH:3]([O:5][C:6](=[O:10])[CH:7]([CH3:9])[CH3:8])C.ClC(OCCl)=O.[C:20](O)(=O)[C:21]1C=CC=C[CH:22]=1. (2) Given the product [Br:1][C:2]1[CH:7]=[CH:6][C:5]([C@@H:8]([C:18]2[CH:23]=[CH:22][CH:21]=[CH:20][CH:19]=2)[O:9][C@@H:10]([CH2:14][CH:15]([CH3:17])[CH3:16])[C:11]([OH:12])=[O:13])=[CH:4][CH:3]=1, predict the reactants needed to synthesize it. The reactants are: [Br:1][C:2]1[CH:7]=[CH:6][C:5]([CH:8]2[O:12][C:11](=[O:13])[C@H:10]([CH2:14][CH:15]([CH3:17])[CH3:16])[O:9]2)=[CH:4][CH:3]=1.[C:18]1([Mg]Br)[CH:23]=[CH:22][CH:21]=[CH:20][CH:19]=1. (3) Given the product [CH2:10]([O:17][N:18]1[C:23]2[N:24]=[CH:25][N:26]=[C:27]([CH:28]=[O:8])[C:22]=2[C:21]([OH:29])=[C:20]([C:30]([O:32][CH2:33][CH3:34])=[O:31])[C:19]1=[O:35])[C:11]1[CH:16]=[CH:15][CH:14]=[CH:13][CH:12]=1, predict the reactants needed to synthesize it. The reactants are: [Se](=O)=O.C([O:8]O)(C)(C)C.[CH2:10]([O:17][N:18]1[C:23]2[N:24]=[CH:25][N:26]=[C:27]([CH3:28])[C:22]=2[C:21]([OH:29])=[C:20]([C:30]([O:32][CH2:33][CH3:34])=[O:31])[C:19]1=[O:35])[C:11]1[CH:16]=[CH:15][CH:14]=[CH:13][CH:12]=1. (4) Given the product [CH:1]1([CH2:7][C:8]2([C:20]3[CH:21]=[CH:22][C:23]([S:26]([CH3:27])(=[O:29])=[O:28])=[CH:24][CH:25]=3)[C:16]3[C:11](=[CH:12][CH:13]=[CH:14][CH:15]=3)[C:10]3=[N:17][CH:18]=[CH:19][N:9]23)[CH2:2][CH2:3][CH2:4][CH2:5][CH2:6]1, predict the reactants needed to synthesize it. The reactants are: [CH:1]1([CH2:7][C:8]2([C:20]3[CH:25]=[CH:24][C:23]([S:26][CH3:27])=[CH:22][CH:21]=3)[C:16]3[C:11](=[CH:12][CH:13]=[CH:14][CH:15]=3)[C:10]3=[N:17][CH:18]=[CH:19][N:9]23)[CH2:6][CH2:5][CH2:4][CH2:3][CH2:2]1.[OH2:28].[OH:29]OS([O-])=O.[K+]. (5) Given the product [C:16]([N:11]1[CH2:12][C@H:13]([OH:15])[CH2:14][C@H:10]1[C:9]([N:5]1[CH2:6][CH2:7][CH2:8][C@H:4]1[C:3]([OH:28])=[O:2])=[O:27])(=[O:26])[CH2:17][CH2:18][CH2:19][CH2:20][CH2:21][CH2:22][CH2:23][CH2:24][CH3:25], predict the reactants needed to synthesize it. The reactants are: C[O:2][C:3](=[O:28])[C@@H:4]1[CH2:8][CH2:7][CH2:6][N:5]1[C:9](=[O:27])[C@@H:10]1[CH2:14][C@@H:13]([OH:15])[CH2:12][N:11]1[C:16](=[O:26])[CH2:17][CH2:18][CH2:19][CH2:20][CH2:21][CH2:22][CH2:23][CH2:24][CH3:25].[OH-].[Na+]. (6) The reactants are: COC1C=CC=CC=1OC.C(N(C[CH2:17][O:18][C:19]1[CH:24]=[C:23]([Br:25])[C:22]([O:26][CH2:27]CN(CC)CC)=[CH:21][C:20]=1[Br:34])CC)C.BrC1C=C(O)C(Br)=CC=1O.Cl.C(N(CC)CCCl)C.C(=O)([O-])[O-].[K+].[K+]. Given the product [Br:25][C:23]1[CH:24]=[C:19]([O:18][CH3:17])[C:20]([Br:34])=[CH:21][C:22]=1[O:26][CH3:27], predict the reactants needed to synthesize it. (7) Given the product [NH2:21][C:5]1[NH:6][C:7]2[C:3]([N:4]=1)=[C:2]([NH:27][C:28]([CH3:32])([CH3:31])[CH2:29][OH:30])[N:10]=[C:9]([S:11][CH2:12][C:13]1[CH:18]=[CH:17][CH:16]=[C:15]([F:19])[C:14]=1[F:20])[N:8]=2, predict the reactants needed to synthesize it. The reactants are: Br[C:2]1[N:10]=[C:9]([S:11][CH2:12][C:13]2[CH:18]=[CH:17][CH:16]=[C:15]([F:19])[C:14]=2[F:20])[N:8]=[C:7]2[C:3]=1[N:4]=[C:5]([NH:21]C(=O)OCC)[NH:6]2.[NH2:27][C:28]([CH3:32])([CH3:31])[CH2:29][OH:30]. (8) Given the product [CH2:18]([N:15]1[C:16]2[CH:17]=[C:9]3[N:8]=[C:7]([C:3]4[C:2]([NH:1][C:31]([N:28]5[CH2:29][CH2:30][N:25]([CH3:24])[CH2:26][CH2:27]5)=[O:32])=[CH:6][NH:5][N:4]=4)[NH:23][C:10]3=[CH:11][C:12]=2[C:13]([CH3:22])([CH3:21])[C:14]1=[O:20])[CH3:19], predict the reactants needed to synthesize it. The reactants are: [NH2:1][C:2]1[C:3]([C:7]2[NH:23][C:10]3=[CH:11][C:12]4[C:13]([CH3:22])([CH3:21])[C:14](=[O:20])[N:15]([CH2:18][CH3:19])[C:16]=4[CH:17]=[C:9]3[N:8]=2)=[N:4][NH:5][CH:6]=1.[CH3:24][N:25]1[CH2:30][CH2:29][N:28]([C:31](Cl)=[O:32])[CH2:27][CH2:26]1.